Dataset: Forward reaction prediction with 1.9M reactions from USPTO patents (1976-2016). Task: Predict the product of the given reaction. Given the reactants [CH:1]([C:3]([CH:5]=[CH2:6])=[O:4])=[CH2:2].[NH2:7][C@H:8]1[CH2:39][CH2:38][C:11]2[N:12]=[C:13]([NH:15][C:16](=[O:37])[C:17]3[CH:22]=[CH:21][CH:20]=[C:19]([CH2:23][N:24]4[CH:28]=[C:27]([C:29]5[CH:34]=[CH:33][C:32]([C:35]#[N:36])=[CH:31][CH:30]=5)[CH:26]=[N:25]4)[CH:18]=3)[S:14][C:10]=2[CH2:9]1, predict the reaction product. The product is: [C:35]([C:32]1[CH:31]=[CH:30][C:29]([C:27]2[CH:26]=[N:25][N:24]([CH2:23][C:19]3[CH:18]=[C:17]([CH:22]=[CH:21][CH:20]=3)[C:16]([NH:15][C:13]3[S:14][C:10]4[CH2:9][C@@H:8]([N:7]5[CH2:6][CH2:5][C:3](=[O:4])[CH2:1][CH2:2]5)[CH2:39][CH2:38][C:11]=4[N:12]=3)=[O:37])[CH:28]=2)=[CH:34][CH:33]=1)#[N:36].